This data is from Full USPTO retrosynthesis dataset with 1.9M reactions from patents (1976-2016). The task is: Predict the reactants needed to synthesize the given product. (1) Given the product [C:1]([O:5][C@@H:6]([C:12]1[C:21]([CH3:22])=[CH:20][C:19]2[C:14](=[CH:15][CH:16]=[CH:17][CH:18]=2)[C:13]=1[C:23]1[CH2:28][CH2:27][CH2:26][CH2:25][CH:24]=1)[C:7]([OH:9])=[O:8])([CH3:4])([CH3:2])[CH3:3], predict the reactants needed to synthesize it. The reactants are: [C:1]([O:5][C@@H:6]([C:12]1[C:21]([CH3:22])=[CH:20][C:19]2[C:14](=[CH:15][CH:16]=[CH:17][CH:18]=2)[C:13]=1[C:23]1[CH2:28][CH2:27][CH2:26][CH2:25][CH:24]=1)[C:7]([O:9]CC)=[O:8])([CH3:4])([CH3:3])[CH3:2].[OH-].[Na+]. (2) The reactants are: Cl[C:2]([O:4][CH3:5])=[O:3].[Cl:6][C:7]1[CH:12]=[CH:11][C:10]([C@@H:13]([NH:15][CH2:16][CH2:17][C:18]([C:20]2[CH:25]=[CH:24][CH:23]=[CH:22][CH:21]=2)=[O:19])[CH3:14])=[CH:9][CH:8]=1.C([O-])([O-])=O.[Na+].[Na+].O(C(C)C)C(C)C. Given the product [CH3:5][O:4][C:2](=[O:3])[N:15]([C@H:13]([C:10]1[CH:11]=[CH:12][C:7]([Cl:6])=[CH:8][CH:9]=1)[CH3:14])[CH2:16][CH2:17][C:18](=[O:19])[C:20]1[CH:21]=[CH:22][CH:23]=[CH:24][CH:25]=1, predict the reactants needed to synthesize it. (3) Given the product [OH:33][CH:2]([CH2:37][OH:40])[CH2:1][NH:4][C:5]([C:7]1[S:22][C:10]2[N:11]([C:16]3[CH:21]=[CH:20][CH:19]=[CH:18][CH:17]=3)[C:12](=[O:15])[CH:13]=[CH:14][C:9]=2[C:8]=1[C:23]1[CH:24]=[CH:25][CH:26]=[CH:27][CH:28]=1)=[O:6], predict the reactants needed to synthesize it. The reactants are: [CH2:1]([NH:4][C:5]([C:7]1[S:22][C:10]2[N:11]([C:16]3[CH:21]=[CH:20][CH:19]=[CH:18][CH:17]=3)[C:12](=[O:15])[CH:13]=[CH:14][C:9]=2[C:8]=1[C:23]1[CH:28]=[CH:27][CH:26]=[CH:25][CH:24]=1)=[O:6])[CH:2]=C.C[N+]1([O-])CC[O:33]CC1.[C:37]([O-:40])(O)=O.[Na+]. (4) Given the product [Cl:10][C:11]1[C:12]([CH3:21])=[C:13]([S:17]([NH:8][C:6]2[S:7][C:3]([CH2:1][CH3:2])=[C:4]([CH3:9])[N:5]=2)(=[O:19])=[O:18])[CH:14]=[CH:15][CH:16]=1, predict the reactants needed to synthesize it. The reactants are: [CH2:1]([C:3]1[S:7][C:6]([NH2:8])=[N:5][C:4]=1[CH3:9])[CH3:2].[Cl:10][C:11]1[C:12]([CH3:21])=[C:13]([S:17](Cl)(=[O:19])=[O:18])[CH:14]=[CH:15][CH:16]=1. (5) Given the product [F:27][C:23]1[CH:22]=[C:21]([NH:20][C:18]([C:15]2[N:13]3[N:14]=[C:9]([NH:8][C@H:5]4[CH2:6][CH2:7][C@H:2]([NH:1][CH2:54][C:55]([O:57][CH3:58])=[O:56])[CH2:3][CH2:4]4)[CH:10]=[C:11]([NH:28][C:29]4[CH:34]=[CH:33][CH:32]=[CH:31][N:30]=4)[C:12]3=[N:17][CH:16]=2)=[O:19])[CH:26]=[CH:25][N:24]=1, predict the reactants needed to synthesize it. The reactants are: [NH2:1][C@H:2]1[CH2:7][CH2:6][C@H:5]([NH:8][C:9]2[CH:10]=[C:11]([N:28](CC3C=CC(OC)=CC=3)[C:29]3[CH:34]=[CH:33][CH:32]=[CH:31][N:30]=3)[C:12]3[N:13]([C:15]([C:18]([NH:20][C:21]4[CH:26]=[CH:25][N:24]=[C:23]([F:27])[CH:22]=4)=[O:19])=[CH:16][N:17]=3)[N:14]=2)[CH2:4][CH2:3]1.CCN(C(C)C)C(C)C.Br[CH2:54][C:55]([O:57][CH3:58])=[O:56].C(O)(C(F)(F)F)=O.